From a dataset of Full USPTO retrosynthesis dataset with 1.9M reactions from patents (1976-2016). Predict the reactants needed to synthesize the given product. (1) The reactants are: [OH:1][CH2:2][C:3]1[CH:4]=[CH:5][C:6]([CH3:23])=[C:7]([C:9]2[C:20](=[O:21])[N:19]([CH3:22])[C:12]3[N:13]=[C:14]([S:17][CH3:18])[N:15]=[CH:16][C:11]=3[CH:10]=2)[CH:8]=1. Given the product [CH3:23][C:6]1[CH:5]=[CH:4][C:3]([CH:2]=[O:1])=[CH:8][C:7]=1[C:9]1[C:20](=[O:21])[N:19]([CH3:22])[C:12]2[N:13]=[C:14]([S:17][CH3:18])[N:15]=[CH:16][C:11]=2[CH:10]=1, predict the reactants needed to synthesize it. (2) Given the product [OH:23][C:17]1[CH:16]=[C:15]2[C:20]([CH:21]=[CH:22][N:13]([C:8]3[CH:7]=[C:6]([CH:11]=[CH:10][C:9]=3[CH3:12])[C:5]([OH:28])=[O:25])[C:14]2=[O:24])=[CH:19][CH:18]=1, predict the reactants needed to synthesize it. The reactants are: C1(N[C:5](=[O:25])[C:6]2[CH:11]=[CH:10][C:9]([CH3:12])=[C:8]([N:13]3[CH:22]=[CH:21][C:20]4[C:15](=[CH:16][C:17]([OH:23])=[CH:18][CH:19]=4)[C:14]3=[O:24])[CH:7]=2)CC1.C(OCC)(=[O:28])C. (3) Given the product [CH3:19][C:9]1[C:10]2[CH2:11][CH2:12][CH2:13][CH2:14][C:15]=2[N:16]=[C:17]2[C:8]=1[CH:7]=[CH:6][C:5]([C:3]([OH:4])=[O:2])=[CH:18]2, predict the reactants needed to synthesize it. The reactants are: C[O:2][C:3]([C:5]1[CH:6]=[CH:7][C:8]2[C:17]([CH:18]=1)=[N:16][C:15]1[CH2:14][CH2:13][CH2:12][CH2:11][C:10]=1[C:9]=2[CH3:19])=[O:4].[OH-].[Na+]. (4) Given the product [CH2:1]([O:8][C:9]1[CH:10]=[C:11]([CH:16]=[C:17]([O:19][CH:20]([CH3:22])[CH3:21])[CH:18]=1)[C:12]([OH:14])=[O:13])[C:2]1[CH:3]=[CH:4][CH:5]=[CH:6][CH:7]=1, predict the reactants needed to synthesize it. The reactants are: [CH2:1]([O:8][C:9]1[CH:10]=[C:11]([CH:16]=[C:17]([O:19][CH:20]([CH3:22])[CH3:21])[CH:18]=1)[C:12]([O:14]C)=[O:13])[C:2]1[CH:7]=[CH:6][CH:5]=[CH:4][CH:3]=1.C1COCC1.[OH-].[Na+]. (5) Given the product [CH2:17]([N:24]1[CH2:28][CH2:27][C@H:26]([O:29][C:8](=[O:10])[CH3:9])[CH2:25]1)[C:18]1[CH:19]=[CH:20][CH:21]=[CH:22][CH:23]=1, predict the reactants needed to synthesize it. The reactants are: C(N(CC)CC)C.[C:8](Cl)(=[O:10])[CH3:9].C1COCC1.[CH2:17]([N:24]1[CH2:28][CH2:27][C@H:26]([OH:29])[CH2:25]1)[C:18]1[CH:23]=[CH:22][CH:21]=[CH:20][CH:19]=1.